This data is from Reaction yield outcomes from USPTO patents with 853,638 reactions. The task is: Predict the reaction yield, written as a fraction of the theoretical maximum amount of product (1.0 means a 100% yield; for example, 0.34 means a 34% yield). (1) The reactants are Cl.[CH:2]1([CH2:8][C:9]2[CH:16]=[CH:15][C:12]([CH2:13][NH2:14])=[CH:11][CH:10]=2)[CH2:7][CH2:6][CH2:5][CH2:4][CH2:3]1.[Cl:17][C:18]1[CH:34]=[CH:33][C:21]2[CH2:22][CH2:23][N:24]([C:27](=[O:32])[C:28]([F:31])([F:30])[F:29])[CH2:25][CH2:26][C:20]=2[C:19]=1OS(C(F)(F)F)(=O)=O.C1C=CC(P(C2C(C3C(P(C4C=CC=CC=4)C4C=CC=CC=4)=CC=C4C=3C=CC=C4)=C3C(C=CC=C3)=CC=2)C2C=CC=CC=2)=CC=1.C(=O)([O-])[O-].[Cs+].[Cs+]. The catalyst is CCOC(C)=O.C([O-])(=O)C.[Pd+2].C([O-])(=O)C.C1(C)C=CC=CC=1. The product is [Cl:17][C:18]1[CH:34]=[CH:33][C:21]2[CH2:22][CH2:23][N:24]([C:27](=[O:32])[C:28]([F:29])([F:31])[F:30])[CH2:25][CH2:26][C:20]=2[C:19]=1[NH:14][CH2:13][C:12]1[CH:11]=[CH:10][C:9]([CH2:8][CH:2]2[CH2:3][CH2:4][CH2:5][CH2:6][CH2:7]2)=[CH:16][CH:15]=1. The yield is 0.630. (2) The reactants are [CH3:1][N:2]1[CH2:7][CH2:6][N:5]([CH:8]([C:11]2[CH:12]=[N:13][CH:14]=[CH:15][CH:16]=2)[C:9]#[N:10])[CH2:4][CH2:3]1.[OH:17]S(O)(=O)=O.[NH4+].[OH-]. The catalyst is CCCCCC.O. The product is [CH3:1][N:2]1[CH2:7][CH2:6][N:5]([CH:8]([C:11]2[CH:12]=[N:13][CH:14]=[CH:15][CH:16]=2)[C:9]([NH2:10])=[O:17])[CH2:4][CH2:3]1. The yield is 0.810. (3) The reactants are IN1C(=O)C[CH2:4][C:3]1=O.C(N(CC)CC)C.[OH-].[Na+].[Cl:18][C:19]1[CH:24]=[C:23]([CH3:25])[CH:22]=[C:21]([OH:26])[C:20]=1[C:27]([C:29]1[CH:34]=[CH:33][C:32]([O:35][CH3:36])=[CH:31][CH:30]=1)=[O:28]. The catalyst is O1CCCC1.C1(C)C=CC=CC=1. The product is [Cl:18][C:19]1[CH:24]=[C:23]([CH3:25])[CH:22]=[C:21]([OH:26])[C:20]=1[C:27]([C:29]1[CH:34]=[CH:33][C:32]([O:35][CH:36]2[CH2:4][CH2:3]2)=[CH:31][CH:30]=1)=[O:28]. The yield is 0.440. (4) The reactants are [Br:1][C:2]1[CH:3]=[CH:4][C:5]([CH2:8][NH:9][C:10](=O)[CH3:11])=[N:6][CH:7]=1.O=P(Cl)(Cl)Cl. The catalyst is C1(C)C=CC=CC=1. The product is [Br:1][C:2]1[CH:3]=[CH:4][C:5]2[N:6]([C:10]([CH3:11])=[N:9][CH:8]=2)[CH:7]=1. The yield is 0.700.